From a dataset of Forward reaction prediction with 1.9M reactions from USPTO patents (1976-2016). Predict the product of the given reaction. (1) Given the reactants [F:8][C:7]([F:10])([F:9])[C:6](O[C:6](=[O:11])[C:7]([F:10])([F:9])[F:8])=[O:11].[CH3:14][C:15]([O:18][C:19](=[O:25])[N:20]([CH2:22][CH2:23][NH2:24])[CH3:21])([CH3:17])[CH3:16].C(N(CC)CC)C, predict the reaction product. The product is: [CH3:17][C:15]([O:18][C:19](=[O:25])[N:20]([CH3:21])[CH2:22][CH2:23][NH:24][C:6](=[O:11])[C:7]([F:8])([F:9])[F:10])([CH3:14])[CH3:16]. (2) Given the reactants C(O[C:6](=O)[N:7]([CH:9]([CH2:37][CH:38]1[CH2:43][CH2:42][CH2:41][O:40][CH2:39]1)[CH2:10][NH:11][C:12](=[O:36])[C:13]1[CH:18]=[CH:17][CH:16]=[C:15]([CH:19]([C:28]2[CH:33]=[C:32]([F:34])[CH:31]=[C:30]([Cl:35])[CH:29]=2)[O:20][CH2:21][CH2:22][NH:23][C:24]([O:26][CH3:27])=[O:25])[CH:14]=1)C)(C)(C)C, predict the reaction product. The product is: [Cl:35][C:30]1[CH:29]=[C:28]([C@@H:19]([C:15]2[CH:16]=[CH:17][CH:18]=[C:13]([C:12](=[O:36])[NH:11][CH2:10][C@@H:9]([NH:7][CH3:6])[CH2:37][C@H:38]3[CH2:43][CH2:42][CH2:41][O:40][CH2:39]3)[CH:14]=2)[O:20][CH2:21][CH2:22][NH:23][C:24](=[O:25])[O:26][CH3:27])[CH:33]=[C:32]([F:34])[CH:31]=1. (3) Given the reactants [NH2:1][C@@H:2]1[CH2:6][CH2:5][N:4]([CH2:7][C:8]2[C:17]([Cl:18])=[C:16]3[C:11]([C:12](=[O:33])[N:13]([CH2:20][C:21]4[CH:26]=[C:25]([Cl:27])[CH:24]=[CH:23][C:22]=4[S:28]([CH2:31][CH3:32])(=[O:30])=[O:29])[C:14](=[O:19])[NH:15]3)=[CH:10][C:9]=2[C:34]([F:37])([F:36])[F:35])[CH2:3]1.[O:38]1[CH2:41][C:40](=O)[CH2:39]1.C(Cl)Cl, predict the reaction product. The product is: [Cl:18][C:17]1[C:8]([CH2:7][N:4]2[CH2:5][CH2:6][C@@H:2]([NH:1][CH:40]3[CH2:41][O:38][CH2:39]3)[CH2:3]2)=[C:9]([C:34]([F:35])([F:36])[F:37])[CH:10]=[C:11]2[C:16]=1[NH:15][C:14](=[O:19])[N:13]([CH2:20][C:21]1[CH:26]=[C:25]([Cl:27])[CH:24]=[CH:23][C:22]=1[S:28]([CH2:31][CH3:32])(=[O:30])=[O:29])[C:12]2=[O:33]. (4) Given the reactants [Cl:1][C:2]1[CH:3]=[C:4]2[C:9](=[CH:10][C:11]=1[OH:12])[O:8][C:7](=[O:13])[CH:6]=[C:5]2[CH2:14]Cl.BrC1C=C2C(=CC=1O)[O:23][C:22](=[O:28])[CH:21]=C2CCl, predict the reaction product. The product is: [C:22]([O:28][CH2:14][C:5]1[C:4]2[C:9](=[CH:10][C:11]([OH:12])=[C:2]([Cl:1])[CH:3]=2)[O:8][C:7](=[O:13])[CH:6]=1)(=[O:23])[CH3:21].